Predict the reaction yield, written as a fraction of the theoretical maximum amount of product (1.0 means a 100% yield; for example, 0.34 means a 34% yield). From a dataset of Reaction yield outcomes from USPTO patents with 853,638 reactions. (1) The reactants are [OH-].[Na+].[NH2:3][C@H:4]([C:8]([OH:10])=[O:9])[CH:5]([CH3:7])[CH3:6].[CH:11]([C:13]1[CH:18]=[CH:17][C:16]([C:19]2[C:20]([C:25]#[N:26])=[CH:21][CH:22]=[CH:23][CH:24]=2)=[CH:15][CH:14]=1)=O.C(N(CC)CC)C.[C:34](Cl)(=[O:39])[CH2:35][CH2:36][CH2:37][CH3:38]. The catalyst is CO.ClCCl.C(OCC)(=O)C.C(O)(C)C. The product is [CH:5]([CH:4]1[C:8](=[O:10])[O:9][CH:11]([C:13]2[CH:18]=[CH:17][C:16]([C:19]3[C:20]([C:25]#[N:26])=[CH:21][CH:22]=[CH:23][CH:24]=3)=[CH:15][CH:14]=2)[N:3]1[C:34](=[O:39])[CH2:35][CH2:36][CH2:37][CH3:38])([CH3:7])[CH3:6]. The yield is 0.500. (2) The reactants are N[C:2]1[CH:7]=[CH:6][C:5]([Cl:8])=[CH:4][N:3]=1.C[Si]([N-][Si](C)(C)C)(C)C.[K+].C1(C)C=CC=CC=1.ClC1C=C2C([O:34][C:35](=O)[NH:36]C2=CC=1)=O. The catalyst is O1CCCC1. The product is [Cl:8][C:5]1[CH:6]=[CH:7][C:2]([C:35]([NH2:36])=[O:34])=[N:3][CH:4]=1. The yield is 1.00.